From a dataset of CYP2C19 inhibition data for predicting drug metabolism from PubChem BioAssay. Regression/Classification. Given a drug SMILES string, predict its absorption, distribution, metabolism, or excretion properties. Task type varies by dataset: regression for continuous measurements (e.g., permeability, clearance, half-life) or binary classification for categorical outcomes (e.g., BBB penetration, CYP inhibition). Dataset: cyp2c19_veith. (1) The compound is COc1cc(/C=C(\C#N)C(=O)NCC2CCCO2)c([N+](=O)[O-])cc1OC. The result is 1 (inhibitor). (2) The molecule is O=C(O)CSc1ccc([N+](=O)[O-])cc1[N+](=O)[O-]. The result is 0 (non-inhibitor). (3) The compound is C[N+]1(CCOc2ccc([N+](=O)[O-])cc2)CCOCC1.[I-]. The result is 0 (non-inhibitor). (4) The result is 0 (non-inhibitor). The drug is Nc1nc2c(c(=O)[nH]1)N(C=O)[C@H](CNc1ccc(C(=O)N[C@@H](CCC(=O)[O-])C(=O)[O-])cc1)CN2.[Ca+2]. (5) The molecule is COc1ccc(OC)c2[nH]c(=O)c(CCNS(=O)(=O)c3ccc(C)cc3)cc12. The result is 1 (inhibitor). (6) The compound is O=c1ccc(NS(=O)(=O)c2ccc(Cl)cc2)cn1Cc1ccc(Cl)c(Cl)c1. The result is 1 (inhibitor).